Dataset: Forward reaction prediction with 1.9M reactions from USPTO patents (1976-2016). Task: Predict the product of the given reaction. Given the reactants [F:1][C:2]1[CH:7]=[CH:6][C:5]([S:8]([C@@:11]2([C:26]3[CH:31]=[CH:30][C:29]([C@@:32]([OH:43])([C:37]4[CH:42]=[CH:41][CH:40]=[CH:39][CH:38]=4)[C:33]([F:36])([F:35])[F:34])=[CH:28][CH:27]=3)[CH2:15][CH2:14][N:13](C(OCC3C=CC=CC=3)=O)[CH2:12]2)(=[O:10])=[O:9])=[CH:4][CH:3]=1, predict the reaction product. The product is: [F:36][C:33]([F:34])([F:35])[C:32]([C:29]1[CH:28]=[CH:27][C:26]([C@:11]2([S:8]([C:5]3[CH:4]=[CH:3][C:2]([F:1])=[CH:7][CH:6]=3)(=[O:9])=[O:10])[CH2:15][CH2:14][NH:13][CH2:12]2)=[CH:31][CH:30]=1)([C:37]1[CH:42]=[CH:41][CH:40]=[CH:39][CH:38]=1)[OH:43].